This data is from Peptide-MHC class I binding affinity with 185,985 pairs from IEDB/IMGT. The task is: Regression. Given a peptide amino acid sequence and an MHC pseudo amino acid sequence, predict their binding affinity value. This is MHC class I binding data. (1) The peptide sequence is KYQSPVNIF. The MHC is HLA-A11:01 with pseudo-sequence HLA-A11:01. The binding affinity (normalized) is 0.0847. (2) The peptide sequence is WDAYIPHYV. The MHC is HLA-B07:02 with pseudo-sequence HLA-B07:02. The binding affinity (normalized) is 0.213. (3) The peptide sequence is FTNSQIFNI. The MHC is HLA-A02:06 with pseudo-sequence HLA-A02:06. The binding affinity (normalized) is 0.855. (4) The peptide sequence is FVYVPELSF. The MHC is HLA-B15:03 with pseudo-sequence HLA-B15:03. The binding affinity (normalized) is 0.509. (5) The peptide sequence is CPPDSDVESY. The MHC is Mamu-A01 with pseudo-sequence Mamu-A01. The binding affinity (normalized) is 0. (6) The peptide sequence is YVARVSSNSR. The MHC is HLA-A68:02 with pseudo-sequence HLA-A68:02. The binding affinity (normalized) is 0. (7) The peptide sequence is CWFADTNLI. The MHC is Mamu-B17 with pseudo-sequence Mamu-B17. The binding affinity (normalized) is 0.179. (8) The peptide sequence is LMDSIFVST. The MHC is HLA-A11:01 with pseudo-sequence HLA-A11:01. The binding affinity (normalized) is 0. (9) The peptide sequence is IQYAFCLL. The MHC is H-2-Kb with pseudo-sequence H-2-Kb. The binding affinity (normalized) is 0.758. (10) The peptide sequence is TILLSDKGK. The MHC is HLA-A31:01 with pseudo-sequence HLA-A31:01. The binding affinity (normalized) is 0.177.